Dataset: Full USPTO retrosynthesis dataset with 1.9M reactions from patents (1976-2016). Task: Predict the reactants needed to synthesize the given product. (1) Given the product [CH2:1]([O:8][C:9]1[CH:10]=[CH:11][C:12]2[C:13]3[N:14]([CH2:22][CH2:23][N:24]=3)[C:15]([NH:21][C:25](=[O:32])[C:26]3[CH:31]=[CH:30][CH:29]=[N:28][CH:27]=3)=[N:16][C:17]=2[C:18]=1[O:19][CH3:20])[C:2]1[CH:3]=[CH:4][CH:5]=[CH:6][CH:7]=1, predict the reactants needed to synthesize it. The reactants are: [CH2:1]([O:8][C:9]1[CH:10]=[CH:11][C:12]2[C:13]3[N:14]([CH2:22][CH2:23][N:24]=3)[C:15]([NH2:21])=[N:16][C:17]=2[C:18]=1[O:19][CH3:20])[C:2]1[CH:7]=[CH:6][CH:5]=[CH:4][CH:3]=1.[C:25](O)(=[O:32])[C:26]1[CH:31]=[CH:30][CH:29]=[N:28][CH:27]=1.C(N(C(C)C)CC)(C)C.C1CN([P+](ON2N=NC3C=CC=CC2=3)(N2CCCC2)N2CCCC2)CC1.F[P-](F)(F)(F)(F)F. (2) The reactants are: [CH2:1](C(CCCCCCCCC)C=O)CCC.[CH2:17]([CH:19]([CH2:22][CH2:23][CH2:24][CH2:25][CH2:26][CH2:27][CH2:28][CH2:29][CH2:30][CH2:31][CH3:32])[CH:20]=[O:21])C. Given the product [CH3:17][CH:19]([CH2:22][CH2:23][CH2:24][CH2:25][CH2:26][CH2:27][CH2:28][CH2:29][CH2:30][CH2:31][CH2:32][CH3:1])[CH:20]=[O:21], predict the reactants needed to synthesize it. (3) Given the product [CH3:20][CH2:19][CH2:18][CH2:17][CH:16]([CH2:21][O:9][C:1]([CH:2]=[CH2:3])=[O:8])[CH2:15][CH3:22].[CH3:16][CH2:15][CH2:20][CH2:19][O:9][C:1]([CH:2]=[CH2:7])=[O:8], predict the reactants needed to synthesize it. The reactants are: [C:1]([O:9]OC(C)(C)C)(=[O:8])[C:2]1[CH:7]=CC=C[CH:3]=1.[C:15]1([CH3:22])[C:16]([CH3:21])=[CH:17][CH:18]=[CH:19][CH:20]=1. (4) The reactants are: I[C:2]1[N:6]2[CH:7]=[CH:8][C:9]([C:11]3[N:12]=[N:13][N:14]([CH3:16])[N:15]=3)=[CH:10][C:5]2=[N:4][CH:3]=1.CC1(C)C(C)(C)OB([C:25]2[CH:26]=[C:27]([NH:31][C:32]([NH:34][CH2:35][C:36]([F:39])([F:38])[F:37])=[O:33])[CH:28]=[CH:29][CH:30]=2)O1.C([O-])([O-])=O.[Cs+].[Cs+]. Given the product [CH3:16][N:14]1[N:13]=[N:12][C:11]([C:9]2[CH:8]=[CH:7][N:6]3[C:2]([C:29]4[CH:28]=[C:27]([NH:31][C:32]([NH:34][CH2:35][C:36]([F:37])([F:38])[F:39])=[O:33])[CH:26]=[CH:25][CH:30]=4)=[CH:3][N:4]=[C:5]3[CH:10]=2)=[N:15]1, predict the reactants needed to synthesize it. (5) Given the product [Cl:8][C:9]1[N:14]=[CH:13][N:12]=[C:11]([O:15][C:16]2[CH:21]=[CH:20][CH:19]=[CH:18][C:17]=2/[C:22](=[CH:23]\[O:25][CH3:26])/[C:1]([O:4][CH3:5])=[O:6])[CH:10]=1, predict the reactants needed to synthesize it. The reactants are: [CH:1]([O:6]C)([O:4][CH3:5])OC.[Cl:8][C:9]1[N:14]=[CH:13][N:12]=[C:11]([O:15][C:16]2[CH:21]=[CH:20][CH:19]=[CH:18][C:17]=2[CH2:22][C:23]([O:25][CH3:26])=O)[CH:10]=1.[OH-].[Na+].S(OC)(OC)(=O)=O. (6) Given the product [NH:8]1[CH2:9][CH2:10][CH:5]([S:2]([NH2:1])(=[O:4])=[O:3])[CH2:6][CH2:7]1, predict the reactants needed to synthesize it. The reactants are: [NH2:1][S:2]([CH:5]1[CH2:10][CH2:9][N:8](C(OCC2C=CC=CC=2)=O)[CH2:7][CH2:6]1)(=[O:4])=[O:3]. (7) Given the product [CH:6]1([N:7]([CH2:8][C:9]2[CH:4]=[CH:3][C:2]([Cl:1])=[CH:11][C:10]=2[Cl:12])[CH2:25][C:26]([C:28]2[CH:33]=[CH:32][CH:31]=[CH:30][CH:29]=2)=[O:27])[CH2:5][CH2:14]1, predict the reactants needed to synthesize it. The reactants are: [Cl:1][C:2]1[CH:3]=[C:4]2[C:9](=[C:10]([Cl:12])[CH:11]=1)[CH2:8][N:7](C)[CH2:6][CH:5]2[C:14]1C=CC(S(Cl)(=O)=O)=CC=1.Br[CH2:25][C:26]([C:28]1[CH:33]=[CH:32][CH:31]=[CH:30][CH:29]=1)=[O:27].C(N(CC)CC)C.BrC1C=CC(C2C3C(=C(Cl)C=C(Cl)C=3)CN(C)C2)=CC=1.